This data is from Forward reaction prediction with 1.9M reactions from USPTO patents (1976-2016). The task is: Predict the product of the given reaction. (1) Given the reactants C[O:2][C:3]([C:5]1[C:17]2[C:16]3[C:11](=[C:12]([Cl:18])[CH:13]=[CH:14][CH:15]=3)[N:10]([CH2:19][C:20]3[CH:25]=[CH:24][C:23]([F:26])=[CH:22][CH:21]=3)[C:9]=2[C:8]([O:27][CH3:28])=[CH:7][CH:6]=1)=[O:4], predict the reaction product. The product is: [Cl:18][C:12]1[CH:13]=[CH:14][CH:15]=[C:16]2[C:11]=1[N:10]([CH2:19][C:20]1[CH:25]=[CH:24][C:23]([F:26])=[CH:22][CH:21]=1)[C:9]1[C:8]([O:27][CH3:28])=[CH:7][CH:6]=[C:5]([C:3]([OH:4])=[O:2])[C:17]2=1. (2) Given the reactants [Br:1][C:2]1[C:3]([C:9]([F:15])([F:14])[C:10]([F:13])([F:12])[F:11])=[N:4][N:5]([CH2:7]Cl)[CH:6]=1.[F:16][C:17]([F:26])([F:25])[CH2:18][CH2:19][CH:20]([C:23]#[N:24])[C:21]#[N:22].C(=O)([O-])[O-].[K+].[K+].O, predict the reaction product. The product is: [Br:1][C:2]1[C:3]([C:9]([F:15])([F:14])[C:10]([F:13])([F:12])[F:11])=[N:4][N:5]([CH2:7][C:20]([CH2:19][CH2:18][C:17]([F:16])([F:25])[F:26])([C:21]#[N:22])[C:23]#[N:24])[CH:6]=1. (3) Given the reactants CN(C)C(C1C=CC(N[C:12]2[C:13]3[C:20]([F:21])=[CH:19][N:18]([CH:22]4[CH2:27][CH2:26][N:25]([C:28]([O:30][C:31]([CH3:34])([CH3:33])[CH3:32])=[O:29])[CH2:24][CH2:23]4)[C:14]=3[N:15]=[CH:16][N:17]=2)=C(F)C=1)=O.[F:37][C:38]1[CH:43]=[C:42]([S:44]([CH3:47])(=[O:46])=[O:45])[CH:41]=[CH:40][C:39]=1[OH:48].C(=O)([O-])[O-].[K+].[K+].O, predict the reaction product. The product is: [F:21][C:20]1[C:13]2[C:12]([O:48][C:39]3[CH:40]=[CH:41][C:42]([S:44]([CH3:47])(=[O:46])=[O:45])=[CH:43][C:38]=3[F:37])=[N:17][CH:16]=[N:15][C:14]=2[N:18]([CH:22]2[CH2:23][CH2:24][N:25]([C:28]([O:30][C:31]([CH3:32])([CH3:34])[CH3:33])=[O:29])[CH2:26][CH2:27]2)[CH:19]=1. (4) Given the reactants Cl[C:2]1[N:7]=[C:6]([C:8]([O:10][C:11]([CH3:14])([CH3:13])[CH3:12])=[O:9])[CH:5]=[CH:4][N:3]=1.[CH2:15]([N:22]1[CH2:27][CH2:26][NH:25][C@H:24]([CH3:28])[CH2:23]1)[C:16]1[CH:21]=[CH:20][CH:19]=[CH:18][CH:17]=1.C(N(CC)C(C)C)(C)C.CO, predict the reaction product. The product is: [CH2:15]([N:22]1[CH2:27][CH2:26][N:25]([C:2]2[N:7]=[C:6]([C:8]([O:10][C:11]([CH3:14])([CH3:13])[CH3:12])=[O:9])[CH:5]=[CH:4][N:3]=2)[C@H:24]([CH3:28])[CH2:23]1)[C:16]1[CH:17]=[CH:18][CH:19]=[CH:20][CH:21]=1. (5) Given the reactants [I-:1].[I-:1].[I-:1].[CH3:4][N:5]([CH3:24])[C:6]1[CH:7]=[C:8]2[C:17](=[CH:18][CH:19]=1)[N:16]=[C:15]1[C:10]([CH:11]=[CH:12][CH:13]=[C:14]1[C:20]([F:23])([F:22])[F:21])=[S+:9]2.[CH3:4][N:5]([C:6]1[CH:7]=[C:8]2[C:17](=[CH:18][CH:19]=1)[N:16]=[C:15]1[C:10]([CH:11]=[CH:12][CH:13]=[C:14]1[C:20]([F:23])([F:22])[F:21])=[S+:9]2)[CH3:24].[CH3:4][N:5]([C:6]1[CH:7]=[C:8]2[C:17](=[CH:18][CH:19]=1)[N:16]=[C:15]1[C:10]([CH:11]=[CH:12][CH:13]=[C:14]1[C:20]([F:23])([F:22])[F:21])=[S+:9]2)[CH3:24].[C:67]([N:74]1[CH2:79][CH2:78][NH:77][CH2:76][CH2:75]1)([O:69][C:70]([CH3:73])([CH3:72])[CH3:71])=[O:68], predict the reaction product. The product is: [I-:1].[CH3:4][N:5]([CH3:24])[C:6]1[CH:7]=[C:8]2[C:17](=[CH:18][CH:19]=1)[N:16]=[C:15]1[C:10]([CH:11]=[C:12]([N:77]3[CH2:76][CH2:75][N:74]([C:67]([O:69][C:70]([CH3:73])([CH3:72])[CH3:71])=[O:68])[CH2:79][CH2:78]3)[CH:13]=[C:14]1[C:20]([F:23])([F:21])[F:22])=[S+:9]2. (6) Given the reactants [CH3:1][C:2]1[O:6][N:5]=[C:4]([C:7]2[CH:12]=[CH:11][CH:10]=[CH:9][CH:8]=2)[C:3]=1[CH2:13][O:14][C:15]1[CH:23]=[CH:22][C:18]([C:19]([OH:21])=O)=[CH:17][N:16]=1.Cl.[O:25]1[CH2:30][CH2:29][CH2:28][CH:27]([CH2:31][NH2:32])[CH2:26]1, predict the reaction product. The product is: [CH3:1][C:2]1[O:6][N:5]=[C:4]([C:7]2[CH:8]=[CH:9][CH:10]=[CH:11][CH:12]=2)[C:3]=1[CH2:13][O:14][C:15]1[CH:23]=[CH:22][C:18]([C:19]([NH:32][CH2:31][CH:27]2[CH2:28][CH2:29][CH2:30][O:25][CH2:26]2)=[O:21])=[CH:17][N:16]=1. (7) Given the reactants [OH:1][C:2]1[C:11]2[C:6](=[CH:7][CH:8]=[CH:9][CH:10]=2)[N:5]=[C:4]([C:12]([OH:14])=O)[CH:3]=1.[CH2:15]([O:17][C:18]([N:20]1[CH2:25][CH2:24][N:23]([C:26](=[O:38])[C@@H:27]([NH2:37])[CH2:28][CH2:29][C:30]([O:32][C:33]([CH3:36])([CH3:35])[CH3:34])=[O:31])[CH2:22][CH2:21]1)=[O:19])[CH3:16].C1C=CC2N(O)N=NC=2C=1.C(Cl)CCl, predict the reaction product. The product is: [CH2:15]([O:17][C:18]([N:20]1[CH2:21][CH2:22][N:23]([C:26](=[O:38])[C@@H:27]([NH:37][C:12]([C:4]2[CH:3]=[C:2]([OH:1])[C:11]3[C:6](=[CH:7][CH:8]=[CH:9][CH:10]=3)[N:5]=2)=[O:14])[CH2:28][CH2:29][C:30]([O:32][C:33]([CH3:35])([CH3:34])[CH3:36])=[O:31])[CH2:24][CH2:25]1)=[O:19])[CH3:16].